Task: Predict the reactants needed to synthesize the given product.. Dataset: Full USPTO retrosynthesis dataset with 1.9M reactions from patents (1976-2016) (1) Given the product [Cl:1][C:2]1[CH:9]=[C:8]([Cl:10])[CH:7]=[CH:6][C:3]=1/[CH:4]=[C:14](/[N+:11]([O-:13])=[O:12])\[CH3:15], predict the reactants needed to synthesize it. The reactants are: [Cl:1][C:2]1[CH:9]=[C:8]([Cl:10])[CH:7]=[CH:6][C:3]=1[CH:4]=O.[N+:11]([CH2:14][CH3:15])([O-:13])=[O:12].C([O-])(=O)C.[NH4+]. (2) The reactants are: [CH2:1]([O:3][C:4]1[CH:17]=[C:16]2[C:7]([C:8]([C:22]3[CH:27]=[CH:26][CH:25]=[C:24]([NH:28][C:29](=[O:33])[CH2:30][O:31][CH3:32])[CH:23]=3)=[N:9][CH:10]3[CH:15]2[CH2:14][CH:13]([O:18]C(=O)C)[CH2:12][CH2:11]3)=[CH:6][C:5]=1[O:34][CH3:35])[CH3:2].C(=O)([O-])[O-].[Cs+].[Cs+]. Given the product [CH2:1]([O:3][C:4]1[CH:17]=[C:16]2[C:7]([C:8]([C:22]3[CH:23]=[C:24]([NH:28][C:29](=[O:33])[CH2:30][O:31][CH3:32])[CH:25]=[CH:26][CH:27]=3)=[N:9][CH:10]3[CH:15]2[CH2:14][CH:13]([OH:18])[CH2:12][CH2:11]3)=[CH:6][C:5]=1[O:34][CH3:35])[CH3:2], predict the reactants needed to synthesize it.